Dataset: hERG potassium channel inhibition data for cardiac toxicity prediction from Karim et al.. Task: Regression/Classification. Given a drug SMILES string, predict its toxicity properties. Task type varies by dataset: regression for continuous values (e.g., LD50, hERG inhibition percentage) or binary classification for toxic/non-toxic outcomes (e.g., AMES mutagenicity, cardiotoxicity, hepatotoxicity). Dataset: herg_karim. The drug is CC1CN(C(=O)c2ccccc2)CCN1C(=O)C(=O)c1c[nH]c2ncccc12. The result is 0 (non-blocker).